From a dataset of Reaction yield outcomes from USPTO patents with 853,638 reactions. Predict the reaction yield, written as a fraction of the theoretical maximum amount of product (1.0 means a 100% yield; for example, 0.34 means a 34% yield). (1) The reactants are Br[C:2]1[CH:3]=[C:4]([N:11]2[CH:15]3[CH2:16][CH2:17][CH:12]2[CH2:13][CH2:14]3)[CH:5]=[CH:6][C:7]=1[N+:8]([O-:10])=[O:9].CN(C=O)C.C(N(CC)CC)C.[CH3:30][N:31]([CH3:35])[CH2:32][C:33]#[CH:34]. The catalyst is C(OCC)(=O)C.Cl[Pd](Cl)([P](C1C=CC=CC=1)(C1C=CC=CC=1)C1C=CC=CC=1)[P](C1C=CC=CC=1)(C1C=CC=CC=1)C1C=CC=CC=1.[Cu]I. The product is [CH:15]12[N:11]([C:4]3[CH:5]=[CH:6][C:7]([N+:8]([O-:10])=[O:9])=[C:2]([C:34]#[C:33][CH2:32][N:31]([CH3:35])[CH3:30])[CH:3]=3)[CH:12]([CH2:17][CH2:16]1)[CH2:13][CH2:14]2. The yield is 0.790. (2) The reactants are CCN(C(C)C)C(C)C.[Br:10][C:11]1[CH:26]=[CH:25][C:14]2[NH:15][C@@H:16]([CH2:19][C:20]([O:22][CH2:23][CH3:24])=[O:21])[CH2:17][O:18][C:13]=2[CH:12]=1.[O:27]=[C:28]1[CH2:33][O:32][C:31]2[CH:34]=[CH:35][C:36]([C:38](O)=[O:39])=[CH:37][C:30]=2[NH:29]1.C(P1(=O)OP(=O)(CCC)OP(=O)(CCC)O1)CC. The catalyst is C(OCCCC)(=O)C.CCOC(C)=O. The product is [Br:10][C:11]1[CH:26]=[CH:25][C:14]2[N:15]([C:38]([C:36]3[CH:35]=[CH:34][C:31]4[O:32][CH2:33][C:28](=[O:27])[NH:29][C:30]=4[CH:37]=3)=[O:39])[C@@H:16]([CH2:19][C:20]([O:22][CH2:23][CH3:24])=[O:21])[CH2:17][O:18][C:13]=2[CH:12]=1. The yield is 0.580.